Dataset: Reaction yield outcomes from USPTO patents with 853,638 reactions. Task: Predict the reaction yield, written as a fraction of the theoretical maximum amount of product (1.0 means a 100% yield; for example, 0.34 means a 34% yield). (1) The reactants are [Cl:1][CH2:2][S:3][C:4]1[CH:9]=[CH:8][C:7]([CH3:10])=[CH:6][CH:5]=1.CO.C1C(=O)N(Br)C(=[O:16])C1. The yield is 0.895. The catalyst is O. The product is [Cl:1][CH2:2][S:3]([C:4]1[CH:9]=[CH:8][C:7]([CH3:10])=[CH:6][CH:5]=1)=[O:16]. (2) The product is [Br:8][C:6]1[CH:5]=[CH:4][C:3]2=[C:2]([CH:7]=1)[NH:1][C:19](=[O:20])[CH2:18][N:17]=[C:9]2[C:11]1[CH:16]=[CH:15][CH:14]=[CH:13][CH:12]=1. The catalyst is N1C=CC=CC=1. The yield is 0.510. The reactants are [NH2:1][C:2]1[CH:7]=[C:6]([Br:8])[CH:5]=[CH:4][C:3]=1[C:9]([C:11]1[CH:16]=[CH:15][CH:14]=[CH:13][CH:12]=1)=O.[NH2:17][CH2:18][C:19](OCC)=[O:20]. (3) The reactants are [CH:1]([C:3]1[CH:4]=[C:5]2[C:9](=[CH:10][CH:11]=1)[NH:8][CH:7]=[CH:6]2)=[CH2:2].[C:12](O[C:12]([O:14][C:15]([CH3:18])([CH3:17])[CH3:16])=[O:13])([O:14][C:15]([CH3:18])([CH3:17])[CH3:16])=[O:13]. The catalyst is CC#N.CN(C1C=CN=CC=1)C.C(Cl)Cl. The product is [C:15]([O:14][C:12]([N:8]1[C:9]2[C:5](=[CH:4][C:3]([CH:1]=[CH2:2])=[CH:11][CH:10]=2)[CH:6]=[CH:7]1)=[O:13])([CH3:18])([CH3:17])[CH3:16]. The yield is 0.590. (4) The catalyst is CN(C=O)C. The yield is 0.820. The product is [Cl:2][C:3]1[CH:16]=[CH:15][C:14]2[S:13][C:12]3[C:7](=[CH:8][CH:9]=[CH:10][CH:11]=3)[N:6]([CH2:17][CH2:18][CH2:19][NH:20][C:29](=[O:30])[O:31][CH3:32])[C:5]=2[CH:4]=1. The reactants are Cl.[Cl:2][C:3]1[CH:16]=[CH:15][C:14]2[S:13][C:12]3[C:7](=[CH:8][CH:9]=[CH:10][CH:11]=3)[N:6]([CH2:17][CH2:18][CH2:19][NH2:20])[C:5]=2[CH:4]=1.C(N(CC)CC)C.Cl[C:29]([O:31][CH3:32])=[O:30].[Na+].[Cl-]. (5) The reactants are [CH3:1][CH:2]1[CH2:8][C:7]2[CH:9]=[C:10]3[O:15][CH2:14][O:13][C:11]3=[CH:12][C:6]=2[C:5]([C:16]2[CH:21]=[CH:20][C:19]([N+:22]([O-:24])=[O:23])=[CH:18][CH:17]=2)=[N:4][N:3]1[C:25](=[S:28])[NH:26][NH2:27].Br[CH2:30][C:31](OC)=[O:32]. The catalyst is CN(C)C=O. The product is [O:32]=[C:31]1[CH2:30][S:28][C:25]([N:3]2[CH:2]([CH3:1])[CH2:8][C:7]3[CH:9]=[C:10]4[O:15][CH2:14][O:13][C:11]4=[CH:12][C:6]=3[C:5]([C:16]3[CH:17]=[CH:18][C:19]([N+:22]([O-:24])=[O:23])=[CH:20][CH:21]=3)=[N:4]2)=[N:26][NH:27]1. The yield is 0.370. (6) The reactants are [Si:1]([O:8][CH2:9][C@@H:10]1[C:18]2[C:13](=[CH:14][CH:15]=[CH:16][CH:17]=2)[CH2:12][C@H:11]1[NH2:19])([C:4]([CH3:7])([CH3:6])[CH3:5])([CH3:3])[CH3:2].[Cl:20][C:21]1[S:31][C:24]2[NH:25][C:26]([C:28](O)=[O:29])=[CH:27][C:23]=2[CH:22]=1.CCN(C(C)C)C(C)C.C1C=CC2N(O)N=NC=2C=1.CCN=C=NCCCN(C)C. The catalyst is C(Cl)Cl. The product is [Si:1]([O:8][CH2:9][C@@H:10]1[C:18]2[C:13](=[CH:14][CH:15]=[CH:16][CH:17]=2)[CH2:12][C@H:11]1[NH:19][C:28]([C:26]1[NH:25][C:24]2[S:31][C:21]([Cl:20])=[CH:22][C:23]=2[CH:27]=1)=[O:29])([C:4]([CH3:7])([CH3:6])[CH3:5])([CH3:3])[CH3:2]. The yield is 0.700.